From a dataset of Retrosynthesis with 50K atom-mapped reactions and 10 reaction types from USPTO. Predict the reactants needed to synthesize the given product. Given the product N#Cc1cccc(-c2ncnc3ccc(Br)cc23)c1, predict the reactants needed to synthesize it. The reactants are: Brc1ccc2ncnc(I)c2c1.N#Cc1cccc(B(O)O)c1.